Dataset: Full USPTO retrosynthesis dataset with 1.9M reactions from patents (1976-2016). Task: Predict the reactants needed to synthesize the given product. (1) The reactants are: [CH3:1][O:2][C:3](=[O:27])[C:4]1[CH:9]=[C:8]([O:10][CH3:11])[CH:7]=[CH:6][C:5]=1[NH:12][C:13]1[N:17]([C:18]2[CH:23]=[CH:22][CH:21]=[CH:20][C:19]=2[CH3:24])[N:16]=[C:15]([CH3:25])[C:14]=1Br.CC1(C)C(C)(C)OB([C:36]2[CH:37]=[CH:38][C:39]3[N:40]([N:42]=[CH:43][N:44]=3)[CH:41]=2)O1.C(=O)([O-])[O-].[Na+].[Na+].O. Given the product [CH3:1][O:2][C:3](=[O:27])[C:4]1[CH:9]=[C:8]([O:10][CH3:11])[CH:7]=[CH:6][C:5]=1[NH:12][C:13]1[N:17]([C:18]2[CH:23]=[CH:22][CH:21]=[CH:20][C:19]=2[CH3:24])[N:16]=[C:15]([CH3:25])[C:14]=1[C:36]1[CH:37]=[CH:38][C:39]2[N:40]([N:42]=[CH:43][N:44]=2)[CH:41]=1, predict the reactants needed to synthesize it. (2) Given the product [O:1]=[C:2]1[C:7]2[NH:8][C:9]3[CH:10]=[CH:11][CH:12]=[CH:13][C:14]=3[C:6]=2[N:5]=[C:4]([S:15][CH2:16][C:17]([NH:26][CH:27]([CH2:29][CH2:30][CH3:31])[CH3:28])=[O:18])[N:3]1[C:20]1[CH:21]=[CH:22][CH:23]=[CH:24][CH:25]=1, predict the reactants needed to synthesize it. The reactants are: [O:1]=[C:2]1[C:7]2[NH:8][C:9]3[CH:10]=[CH:11][CH:12]=[CH:13][C:14]=3[C:6]=2[N:5]=[C:4]([S:15][CH2:16][C:17](O)=[O:18])[N:3]1[C:20]1[CH:25]=[CH:24][CH:23]=[CH:22][CH:21]=1.[NH2:26][CH:27]([CH2:29][CH2:30][CH3:31])[CH3:28].C(N(CC)CC)C.CN(C(ON1N=NC2C=CC=NC1=2)=[N+](C)C)C.F[P-](F)(F)(F)(F)F. (3) Given the product [CH:33]1([N:32]2[C:25]3[N:26]([C:27](=[O:29])[N:28]=[C:23]([O:1][CH2:2][C:3]4[CH:4]=[CH:5][C:6]([O:11][C:12]5[CH:17]=[CH:16][CH:15]=[C:14]([C:18]([F:19])([F:20])[F:21])[CH:13]=5)=[C:7]([CH:10]=4)[C:8]#[N:9])[CH:24]=3)[CH2:30][CH2:31]2)[CH2:35][CH2:34]1, predict the reactants needed to synthesize it. The reactants are: [OH:1][CH2:2][C:3]1[CH:4]=[CH:5][C:6]([O:11][C:12]2[CH:17]=[CH:16][CH:15]=[C:14]([C:18]([F:21])([F:20])[F:19])[CH:13]=2)=[C:7]([CH:10]=1)[C:8]#[N:9].Cl[C:23]1[CH:24]=[C:25]2[N:32]([CH:33]3[CH2:35][CH2:34]3)[CH2:31][CH2:30][N:26]2[C:27](=[O:29])[N:28]=1. (4) Given the product [Cl:13][C:14]1[CH:19]=[C:18]([O:20][C:2]2[C:3]([CH3:12])=[N:4][C:5]([N+:9]([O-:11])=[O:10])=[CH:6][C:7]=2[CH3:8])[CH:17]=[CH:16][N:15]=1, predict the reactants needed to synthesize it. The reactants are: Br[C:2]1[C:3]([CH3:12])=[N:4][C:5]([N+:9]([O-:11])=[O:10])=[CH:6][C:7]=1[CH3:8].[Cl:13][C:14]1[CH:19]=[C:18]([OH:20])[CH:17]=[CH:16][N:15]=1.C([O-])([O-])=O.[K+].[K+]. (5) Given the product [C:12]([O:11][C:9](=[O:10])[NH:16][C:17]1[CH:22]=[CH:21][CH:20]=[C:19]([OH:23])[CH:18]=1)([CH3:13])([CH3:14])[CH3:15], predict the reactants needed to synthesize it. The reactants are: [C:12]([O:11][C:9](O[C:9]([O:11][C:12]([CH3:15])([CH3:14])[CH3:13])=[O:10])=[O:10])([CH3:15])([CH3:14])[CH3:13].[NH2:16][C:17]1[CH:18]=[C:19]([OH:23])[CH:20]=[CH:21][CH:22]=1. (6) Given the product [CH2:1]([N:3]1[CH2:8][C@H:7]([C:9]2[CH:10]=[CH:11][CH:12]=[CH:13][CH:14]=2)[O:6][C:5](=[O:15])[CH:4]1[CH2:40][C:41]([O:43][CH3:44])=[O:42])[CH3:2], predict the reactants needed to synthesize it. The reactants are: [CH2:1]([N:3]1[CH2:8][C@H:7]([C:9]2[CH:14]=[CH:13][CH:12]=[CH:11][CH:10]=2)[O:6][C:5](=[O:15])[CH2:4]1)[CH3:2].C[Si]([N-][Si](C)(C)C)(C)C.[Li+].O1CCCC1.C(C1C=CC=CC=1)C.Br[CH2:40][C:41]([O:43][CH3:44])=[O:42]. (7) Given the product [O:2]([P:1]([C:23]([OH:24])([CH3:25])[CH3:22])([O:9][C:10]1[CH:15]=[CH:14][CH:13]=[CH:12][CH:11]=1)=[O:16])[C:3]1[CH:4]=[CH:5][CH:6]=[CH:7][CH:8]=1, predict the reactants needed to synthesize it. The reactants are: [P:1]([O-:16])([O:9][C:10]1[CH:15]=[CH:14][CH:13]=[CH:12][CH:11]=1)[O:2][C:3]1[CH:8]=[CH:7][CH:6]=[CH:5][CH:4]=1.C1COCC1.[CH3:22][C:23]([CH3:25])=[O:24]. (8) Given the product [F:34][C:31]1([F:33])[C:30](=[O:35])[NH:29][C:28]2[CH:36]=[C:24]([NH:23][C:2]3[CH:7]=[CH:6][N:5]=[C:4]4[CH:8]=[C:9]([C:11]5[CH:16]=[C:15]([O:17][CH3:18])[C:14]([O:19][CH3:20])=[C:13]([O:21][CH3:22])[CH:12]=5)[O:10][C:3]=34)[CH:25]=[CH:26][C:27]=2[O:32]1, predict the reactants needed to synthesize it. The reactants are: Cl[C:2]1[CH:7]=[CH:6][N:5]=[C:4]2[CH:8]=[C:9]([C:11]3[CH:16]=[C:15]([O:17][CH3:18])[C:14]([O:19][CH3:20])=[C:13]([O:21][CH3:22])[CH:12]=3)[O:10][C:3]=12.[NH2:23][C:24]1[CH:25]=[CH:26][C:27]2[O:32][C:31]([F:34])([F:33])[C:30](=[O:35])[NH:29][C:28]=2[CH:36]=1.Cl.O1CCOCC1. (9) Given the product [CH:3]1([CH:12]([C:11]2[CH:14]=[CH:15][C:8]([F:7])=[CH:9][CH:10]=2)[OH:13])[CH2:6][CH2:5][CH2:4]1, predict the reactants needed to synthesize it. The reactants are: [Mg].Br[CH:3]1[CH2:6][CH2:5][CH2:4]1.[F:7][C:8]1[CH:15]=[CH:14][C:11]([CH:12]=[O:13])=[CH:10][CH:9]=1. (10) The reactants are: [CH3:1][C:2]1([CH3:15])[C:11]2[C:6]3=[C:7]([NH:12][C:13](=[O:14])[N:5]3[CH2:4][CH2:3]1)[CH:8]=[CH:9][CH:10]=2.C(=O)([O-])[O-].[Cs+].[Cs+].C(Br)C=C(C)C.Br[CH2:29]/[CH:30]=[C:31](\[CH3:38])/[CH2:32][CH2:33][CH:34]=[C:35]([CH3:37])[CH3:36].O. Given the product [CH3:38]/[C:31](/[CH2:32][CH2:33][CH:34]=[C:35]([CH3:37])[CH3:36])=[CH:30]\[CH2:29][N:12]1[C:7]2=[C:6]3[C:11](=[CH:10][CH:9]=[CH:8]2)[C:2]([CH3:15])([CH3:1])[CH2:3][CH2:4][N:5]3[C:13]1=[O:14], predict the reactants needed to synthesize it.